The task is: Binary Classification. Given two protein amino acid sequences, predict whether they physically interact or not.. This data is from Human Reference Interactome with 51,813 positive PPI pairs across 8,248 proteins, plus equal number of experimentally-validated negative pairs. (1) Protein 1 (ENSG00000175203) has sequence MADPKYADLPGIARNEPDVYETSDLPEDDQAEFDAFAQELEELTSTSVEHIIVNPNAAYDKFKDKRVGTKGLDFSDRIGKTKRTGYESGEYEMLGEGLGVKETPQQKYQRLLHEVQELTTEVEKIKTTVKESATEEKLTPVLLAKQLAALKQQLVASHLEKLLGPDAAINLTDPDGALAKRLLLQLEATKNSKGGSGGKTTGTPPDSSLVTYELHSRPEQDKFSQAAKVAELEKRLTELETAVRCDQDAQNPLSAGLQGACLMETVELLQAKVSALDLAVLDQVEARLQSVLGKVNEIAK.... Protein 2 (ENSG00000008735) has sequence MADRAEMFSLSTFHSLSPPGCRPPQDISLEEFDDEDLSEITDDCGLGLSYDSDHCEKDSLSLGRSEQPHPICSFQDDFQEFEMIDDNEEEDDEDEEEEEEEEEGDGEGQEGGDPGSEAPAPGPLIPSPSVEEPHKHRPTTLRLTTLGAQDSLNNNGGFDLVRPASWQETALCSPAPEALRELPGPLPATDTGPGGAQSPVRPGCDCEGNRPAEPPAPGGTSPSSDPGIEADLRSRSSGGRGGRRSSQELSSPGSDSEDAGGARLGRMISSISETELELSSDGGSSSSGRSSHLTNSIEEA.... Result: 0 (the proteins do not interact). (2) Protein 1 (ENSG00000196632) has sequence MATDSGDPASTEDSEKPDGISFENRVPQVAATLTVEARLKEKNSTFSASGETVERKRFFRKSVEMTEDDKVAESSPKDERIKAAMNIPRVDKLPSNVLRGGQEVKYEQCSKSTSEISKDCFKEKNEKEMEEEAEMKAVATSPSGRFLKFDIELGRGAFKTVYKGLDTETWVEVAWCELQDRKLTKAEQQRFKEEAEMLKGLQHPNIVRFYDSWESILKGKKCIVLVTELMTSGTLKTYLKRFKVMKPKVLRSWCRQILKGLQFLHTRTPPIIHRDLKCDNIFITGPTGSVKIGDLGLATL.... Protein 2 (ENSG00000117593) has sequence MYFPSWLSQLYRGLSRPIRRTTQPIWGSLYRSLLQSSQRRIPEFSSFVVRTNTCGELRSSHLGQEVTLCGWIQYRSRQPL*MYFPSWLSQLYRGLSRPIRRTTQPIWGSLYRSLLQSSQRRIPEFSSFVVRTNTCGELRSSHLGQEVTLCGWIQYRRQNTFLVLRDFDGLVQVIIPQDESAASVKKILCEAPVESVVQVSGTVISRPAGQENPKMPTGEIEIKVKTAELLNACKKLPFEIKNFVKKTEALRLQYRYLDLRSFQMQYNLRLRSQMVMKMREYLCNLHGFVDIETPTLFKRT.... Result: 0 (the proteins do not interact).